Regression. Given a peptide amino acid sequence and an MHC pseudo amino acid sequence, predict their binding affinity value. This is MHC class I binding data. From a dataset of Peptide-MHC class I binding affinity with 185,985 pairs from IEDB/IMGT. (1) The peptide sequence is ETVNFVPNY. The MHC is HLA-B44:02 with pseudo-sequence HLA-B44:02. The binding affinity (normalized) is 0.0847. (2) The peptide sequence is GTMCGILGTI. The MHC is Mamu-A01 with pseudo-sequence Mamu-A01. The binding affinity (normalized) is 0.118. (3) The peptide sequence is SEYKGPVTDV. The MHC is HLA-B44:03 with pseudo-sequence HLA-B44:03. The binding affinity (normalized) is 0.383.